Task: Predict the reactants needed to synthesize the given product.. Dataset: Full USPTO retrosynthesis dataset with 1.9M reactions from patents (1976-2016) (1) Given the product [CH3:32][N:16]1[CH2:15][CH2:14][N:13]([C:17]2[C:23]3[CH:24]=[CH:25][CH:26]=[CH:27][C:22]=3[S:21][C:20]3[CH:28]=[CH:29][CH:30]=[CH:31][C:19]=3[N:18]=2)[CH2:12][C@@H:11]1[CH2:3][CH2:4][C:5]1[CH:6]=[CH:7][CH:8]=[CH:9][CH:10]=1, predict the reactants needed to synthesize it. The reactants are: C=O.[CH2:3]([C@@H:11]1[NH:16][CH2:15][CH2:14][N:13]([C:17]2[C:23]3[CH:24]=[CH:25][CH:26]=[CH:27][C:22]=3[S:21][C:20]3[CH:28]=[CH:29][CH:30]=[CH:31][C:19]=3[N:18]=2)[CH2:12]1)[CH2:4][C:5]1[CH:10]=[CH:9][CH:8]=[CH:7][CH:6]=1.[C:32](O[BH-](OC(=O)C)OC(=O)C)(=O)C.[Na+]. (2) Given the product [ClH:1].[Br:24][C:22]1[N:23]=[C:17]2[CH:16]=[C:15]([NH2:14])[CH:20]=[CH:19][N:18]2[N:21]=1, predict the reactants needed to synthesize it. The reactants are: [ClH:1].O1CCOCC1.C(OC(=O)[NH:14][C:15]1[CH:20]=[CH:19][N:18]2[N:21]=[C:22]([Br:24])[N:23]=[C:17]2[CH:16]=1)(C)(C)C. (3) The reactants are: C([O-])([O-])=O.[Na+].[Na+].[C:7]([O:11][C:12]([N:14]1[CH2:21][CH2:20][C:19]2([CH3:25])[C:22]([CH3:24])([CH3:23])[CH:15]1[CH2:16][C:17]1[CH:29]=[C:28](OS(C(F)(F)F)(=O)=O)[CH:27]=[CH:26][C:18]=12)=[O:13])([CH3:10])([CH3:9])[CH3:8].[C:38]1(B(O)O)[CH:43]=[CH:42][CH:41]=[CH:40][CH:39]=1. Given the product [C:7]([O:11][C:12]([N:14]1[CH2:21][CH2:20][C:19]2([CH3:25])[C:22]([CH3:23])([CH3:24])[CH:15]1[CH2:16][C:17]1[CH:29]=[C:28]([C:38]3[CH:43]=[CH:42][CH:41]=[CH:40][CH:39]=3)[CH:27]=[CH:26][C:18]=12)=[O:13])([CH3:10])([CH3:8])[CH3:9], predict the reactants needed to synthesize it. (4) Given the product [CH:1]([N:3]([CH2:5][CH2:6][O:7][C:8]1[CH:13]=[CH:12][CH:11]=[C:10]([OH:14])[CH:9]=1)[OH:4])=[O:2], predict the reactants needed to synthesize it. The reactants are: [CH:1]([N:3]([CH2:5][CH2:6][O:7][C:8]1[CH:13]=[CH:12][CH:11]=[C:10]([O:14]CC2C=CC=CC=2)[CH:9]=1)[OH:4])=[O:2].